From a dataset of Forward reaction prediction with 1.9M reactions from USPTO patents (1976-2016). Predict the product of the given reaction. (1) Given the reactants [C:1]([OH:12])(=O)/[CH:2]=[CH:3]/[CH2:4][CH2:5][CH2:6][CH2:7][CH2:8][CH2:9][CH3:10].Cl.Cl.[N:15]1([CH2:21][C:22]2[CH:31]=[CH:30][C:25]([C:26]([O:28][CH3:29])=[O:27])=[CH:24][CH:23]=2)[CH2:20][CH2:19][NH:18][CH2:17][CH2:16]1, predict the reaction product. The product is: [C:1]([N:18]1[CH2:17][CH2:16][N:15]([CH2:21][C:22]2[CH:31]=[CH:30][C:25]([C:26]([O:28][CH3:29])=[O:27])=[CH:24][CH:23]=2)[CH2:20][CH2:19]1)(=[O:12])/[CH:2]=[CH:3]/[CH2:4][CH2:5][CH2:6][CH2:7][CH2:8][CH2:9][CH3:10]. (2) Given the reactants O[CH2:2][CH2:3][C:4]1[CH:9]=[N:8][CH:7]=[CH:6][N:5]=1.C(Br)(Br)(Br)[Br:11].C1(P(C2C=CC=CC=2)C2C=CC=CC=2)C=CC=CC=1, predict the reaction product. The product is: [Br:11][CH2:2][CH2:3][C:4]1[CH:9]=[N:8][CH:7]=[CH:6][N:5]=1. (3) The product is: [C:28]([C:24]1[C:25]([O:26][CH3:27])=[C:20]([CH:21]=[C:22]([C:1]([O:4][CH3:5])([O:6][CH3:7])[CH3:8])[CH:23]=1)[NH2:19])([CH3:30])([CH3:29])[CH3:31]. Given the reactants [CH:1]([O:6][CH3:7])([O:4][CH3:5])OC.[C:8]1(C)C=CC(S(O)(=O)=O)=CC=1.[NH2:19][C:20]1[CH:21]=[C:22](C(=O)C)[CH:23]=[C:24]([C:28]([CH3:31])([CH3:30])[CH3:29])[C:25]=1[O:26][CH3:27], predict the reaction product.